This data is from NCI-60 drug combinations with 297,098 pairs across 59 cell lines. The task is: Regression. Given two drug SMILES strings and cell line genomic features, predict the synergy score measuring deviation from expected non-interaction effect. (1) Drug 1: CNC(=O)C1=CC=CC=C1SC2=CC3=C(C=C2)C(=NN3)C=CC4=CC=CC=N4. Drug 2: CN(C(=O)NC(C=O)C(C(C(CO)O)O)O)N=O. Cell line: NCI-H226. Synergy scores: CSS=-0.910, Synergy_ZIP=-0.644, Synergy_Bliss=-0.836, Synergy_Loewe=-8.67, Synergy_HSA=-2.53. (2) Drug 1: CCCCC(=O)OCC(=O)C1(CC(C2=C(C1)C(=C3C(=C2O)C(=O)C4=C(C3=O)C=CC=C4OC)O)OC5CC(C(C(O5)C)O)NC(=O)C(F)(F)F)O. Drug 2: CN(C(=O)NC(C=O)C(C(C(CO)O)O)O)N=O. Cell line: SN12C. Synergy scores: CSS=45.4, Synergy_ZIP=2.77, Synergy_Bliss=4.49, Synergy_Loewe=-23.9, Synergy_HSA=2.34. (3) Drug 1: CC1=C(C(=CC=C1)Cl)NC(=O)C2=CN=C(S2)NC3=CC(=NC(=N3)C)N4CCN(CC4)CCO. Drug 2: C1CNP(=O)(OC1)N(CCCl)CCCl. Cell line: BT-549. Synergy scores: CSS=-3.27, Synergy_ZIP=2.90, Synergy_Bliss=3.34, Synergy_Loewe=-1.52, Synergy_HSA=-2.53.